This data is from Forward reaction prediction with 1.9M reactions from USPTO patents (1976-2016). The task is: Predict the product of the given reaction. (1) The product is: [Cl:33][C:30]1[CH:31]=[C:32]2[C:27](=[C:28]([Cl:34])[CH:29]=1)[CH2:26][N:25]([CH3:35])[CH2:24][CH:23]2[C:20]1[CH:19]=[CH:18][C:17]([S:14]([NH:13][CH2:12][CH2:11][O:10][CH2:9][CH2:8][O:7][CH2:6][CH2:5][O:4][CH2:3][CH2:2][NH:1][C:49](=[O:54])[CH2:50][CH2:51][C:52]([NH:48][CH2:44][CH2:45][O:47][CH2:5][CH2:6][O:7][CH2:8][CH2:9][O:10][CH2:11][CH2:12][NH:13][S:14]([C:17]2[CH:22]=[CH:21][C:20]([CH:62]3[C:32]4[C:64](=[C:28]([Cl:34])[CH:29]=[C:30]([Cl:33])[CH:31]=4)[CH2:63][N:60]([CH3:58])[CH2:61]3)=[CH:19][CH:18]=2)(=[O:16])=[O:15])=[O:53])(=[O:16])=[O:15])=[CH:22][CH:21]=1. Given the reactants [NH2:1][CH2:2][CH2:3][O:4][CH2:5][CH2:6][O:7][CH2:8][CH2:9][O:10][CH2:11][CH2:12][NH:13][S:14]([C:17]1[CH:22]=[CH:21][C:20]([CH:23]2[C:32]3[C:27](=[C:28]([Cl:34])[CH:29]=[C:30]([Cl:33])[CH:31]=3)[CH2:26][N:25]([CH3:35])[CH2:24]2)=[CH:19][CH:18]=1)(=[O:16])=[O:15].[O:54]=[C:49]1[CH2:50][CH2:51][C:52](=[O:53])[N:48]1[CH:44]([C:45]([O-:47])=O)[CH:44]([N:48]1[C:52](=[O:53])[CH2:51][CH2:50][C:49]1=[O:54])[C:45]([O-:47])=O.[CH2:58]([N:60]([CH2:63][CH3:64])[CH2:61][CH3:62])C, predict the reaction product. (2) Given the reactants Br[CH2:2][C:3]1[N:7]([CH3:8])[N:6]([C:9]2[CH:14]=[CH:13][C:12]([O:15][C:16]([F:19])([F:18])[F:17])=[CH:11][CH:10]=2)[C:5](=[O:20])[C:4]=1[Cl:21].C(OC(N1[CH2:34][CH2:33][CH:32]([C:35]2[CH:40]=[C:39]([Cl:41])[CH:38]=[CH:37][C:36]=2[CH3:42])[CH2:31][CH2:30]1)=O)(C)(C)C.[C:43](=O)([O-])[O-].[K+].[K+], predict the reaction product. The product is: [Cl:21][C:4]1[C:5](=[O:20])[N:6]([C:9]2[CH:14]=[CH:13][C:12]([O:15][C:16]([F:19])([F:18])[F:17])=[CH:11][CH:10]=2)[N:7]([CH3:8])[C:3]=1[CH2:2][CH:43]1[CH2:30][CH2:31][CH:32]([C:35]2[CH:40]=[C:39]([Cl:41])[CH:38]=[CH:37][C:36]=2[CH3:42])[CH2:33][CH2:34]1. (3) Given the reactants [Cl:1][C:2]1[C:3]([CH3:18])=[C:4]([NH:10][C@H:11]([C@@H:15]([OH:17])[CH3:16])[C:12]([OH:14])=O)[CH:5]=[CH:6][C:7]=1[C:8]#[N:9].[OH:19][C:20]1[CH:29]=[CH:28][C:23]([C:24]([NH:26][NH2:27])=[O:25])=[CH:22][CH:21]=1.ClC1C(C)=C(N[C@H]([C@@H](O)C)C(NNC(=O)C2C=CC=CC=2)=O)C=CC=1C#N, predict the reaction product. The product is: [Cl:1][C:2]1[C:3]([CH3:18])=[C:4]([NH:10][C@H:11]([C@@H:15]([OH:17])[CH3:16])[C:12]([NH:27][NH:26][C:24](=[O:25])[C:23]2[CH:28]=[CH:29][C:20]([OH:19])=[CH:21][CH:22]=2)=[O:14])[CH:5]=[CH:6][C:7]=1[C:8]#[N:9]. (4) The product is: [F:18][CH:2]([F:1])[C:3]1[C:7]([C:8]([F:11])([F:10])[F:9])=[C:6]([C:12]([OH:14])=[O:13])[N:5]([CH3:17])[N:4]=1. Given the reactants [F:1][CH:2]([F:18])[C:3]1[C:7]([C:8]([F:11])([F:10])[F:9])=[C:6]([C:12]([O:14]CC)=[O:13])[N:5]([CH3:17])[N:4]=1.[OH-].[Na+], predict the reaction product. (5) The product is: [N:1]1[CH:6]=[CH:5][CH:4]=[CH:3][C:2]=1[C:7]1[N:11]=[C:10]([C:12]2[CH:13]=[C:14]([OH:20])[CH:15]=[C:16]([C:18]#[N:19])[CH:17]=2)[O:9][N:8]=1. Given the reactants [N:1]1[CH:6]=[CH:5][CH:4]=[CH:3][C:2]=1[C:7]1[N:11]=[C:10]([C:12]2[CH:17]=[C:16]([C:18]#[N:19])[CH:15]=[C:14]([O:20]CC=C)[CH:13]=2)[O:9][N:8]=1.B(Cl)(Cl)Cl, predict the reaction product. (6) Given the reactants [Br:1][C:2]1[CH:3]=[C:4]([CH:7]=[C:8]([Br:10])[CH:9]=1)[CH:5]=O.[C@@H:11]1([NH2:21])[C:20]2[C:15](=[CH:16][CH:17]=[CH:18][CH:19]=2)[CH2:14][CH2:13][CH2:12]1, predict the reaction product. The product is: [Br:1][C:2]1[CH:3]=[C:4]([CH:7]=[C:8]([Br:10])[CH:9]=1)[CH2:5][NH:21][C@@H:11]1[C:20]2[C:15](=[CH:16][CH:17]=[CH:18][CH:19]=2)[CH2:14][CH2:13][CH2:12]1. (7) Given the reactants [CH3:1][O:2][C:3](=[O:20])[C:4]1[CH:9]=[CH:8][CH:7]=[N:6][C:5]=1[S:10](=[O:19])(=[O:18])[NH:11][C:12]1[CH:17]=[CH:16][CH:15]=[CH:14][CH:13]=1.[C:21](=O)([O-])[O-].[K+].[K+].CBr, predict the reaction product. The product is: [CH3:1][O:2][C:3](=[O:20])[C:4]1[CH:9]=[CH:8][CH:7]=[N:6][C:5]=1[S:10](=[O:19])(=[O:18])[N:11]([CH3:21])[C:12]1[CH:17]=[CH:16][CH:15]=[CH:14][CH:13]=1.